Dataset: Full USPTO retrosynthesis dataset with 1.9M reactions from patents (1976-2016). Task: Predict the reactants needed to synthesize the given product. (1) Given the product [CH2:1]([NH:8][C:9]1[CH:14]=[C:13]([NH:34][C:35]2[CH:40]=[CH:39][N:38]=[CH:37][CH:36]=2)[N:12]=[CH:11][C:10]=1[CH2:16][C:17]([NH2:19])=[O:18])[C:2]1[CH:7]=[CH:6][CH:5]=[CH:4][CH:3]=1, predict the reactants needed to synthesize it. The reactants are: [CH2:1]([NH:8][C:9]1[CH:14]=[C:13](Cl)[N:12]=[CH:11][C:10]=1[CH2:16][C:17]([NH2:19])=[O:18])[C:2]1[CH:7]=[CH:6][CH:5]=[CH:4][CH:3]=1.NCC1CCCN1CC1C=CC=CC=1.[NH2:34][C:35]1[CH:40]=[CH:39][N:38]=[CH:37][CH:36]=1.C(=O)([O-])[O-].[K+].[K+].C1(P(C2C=CC=CC=2)C2C=CC3C(=CC=CC=3)C=2C2C3C(=CC=CC=3)C=CC=2P(C2C=CC=CC=2)C2C=CC=CC=2)C=CC=CC=1. (2) The reactants are: [CH:1]([O:5][CH2:6][CH2:7][C@H:8]([NH:30][C:31]([O:33][C:34]([CH3:37])([CH3:36])[CH3:35])=[O:32])[C:9]([N:11]1[CH2:15][C@H:14]([OH:16])[CH2:13][C@H:12]1[C:17]([NH:19][C@:20]1([C:25]([O:27][CH2:28][CH3:29])=[O:26])[CH2:22][C@H:21]1C=C)=[O:18])=[O:10])=[CH:2][CH2:3][CH3:4]. Given the product [C:34]([O:33][C:31]([NH:30][C@@H:8]1[C:9](=[O:10])[N:11]2[CH2:15][C@H:14]([OH:16])[CH2:13][C@H:12]2[C:17](=[O:18])[NH:19][C@:20]2([C:25]([O:27][CH2:28][CH3:29])=[O:26])[CH2:21][C@H:22]2[CH:4]=[CH:3][CH2:2][CH2:1][O:5][CH2:6][CH2:7]1)=[O:32])([CH3:36])([CH3:37])[CH3:35], predict the reactants needed to synthesize it. (3) The reactants are: [C:1](=[O:4])([O-])[O-:2].[Cs+].[Cs+].[F:7][C:8]1[CH:13]=[CH:12][C:11]([C:14]2[O:15][C:16]3[CH:27]=[C:26]([N+:28]([O-:30])=[O:29])[C:25](OS(C(F)(F)F)(=O)=O)=[CH:24][C:17]=3[C:18]=2C(OCC)=O)=[CH:10][CH:9]=1.B([C:42]1[CH:43]=[C:44]([CH:48]=[CH:49][CH:50]=1)[C:45](O)=[O:46])(O)O.CN(C(ON1N=N[C:61]2C=CC=N[C:60]1=2)=[N+](C)C)C.F[P-](F)(F)(F)(F)F.[C:75]1([C:81]([NH2:84])([CH3:83])[CH3:82])[CH:80]=[CH:79][CH:78]=[CH:77][CH:76]=1.CCN(C(C)C)C(C)C. Given the product [F:7][C:8]1[CH:9]=[CH:10][C:11]([C:14]2[O:15][C:16]3[CH:27]=[C:26]([N+:28]([O-:30])=[O:29])[C:25]([C:42]4[CH:50]=[CH:49][CH:48]=[C:44]([C:45](=[O:46])[NH:84][C:81]([C:75]5[CH:80]=[CH:79][CH:78]=[CH:77][CH:76]=5)([CH3:83])[CH3:82])[CH:43]=4)=[CH:24][C:17]=3[C:18]=2[C:1]([O:2][CH2:60][CH3:61])=[O:4])=[CH:12][CH:13]=1, predict the reactants needed to synthesize it.